This data is from Retrosynthesis with 50K atom-mapped reactions and 10 reaction types from USPTO. The task is: Predict the reactants needed to synthesize the given product. (1) Given the product CN1CCN(CCCNc2ncc(Cl)c(-c3cc4c(C(=O)O)cccc4s3)n2)CC1, predict the reactants needed to synthesize it. The reactants are: COC(=O)c1cccc2sc(-c3nc(NCCCN4CCN(C)CC4)ncc3Cl)cc12. (2) Given the product Cc1c(C(=O)O)c(=O)cc(-c2ccc(Br)cc2)n1C, predict the reactants needed to synthesize it. The reactants are: CCOC(=O)c1c(C)n(C)c(-c2ccc(Br)cc2)cc1=O. (3) Given the product COC(=O)c1ccccc1S(=O)(=O)NC(=O)OC(C)(C)C, predict the reactants needed to synthesize it. The reactants are: CC(C)(C)OC(=O)OC(=O)OC(C)(C)C.COC(=O)c1ccccc1S(N)(=O)=O. (4) Given the product O=C(O)C1CNCCN1Cc1cccc(-c2ccnc(Cl)n2)c1, predict the reactants needed to synthesize it. The reactants are: CC(C)(C)OC(=O)N1CCN(Cc2cccc(-c3ccnc(Cl)n3)c2)C(C(=O)O)C1. (5) Given the product O=C(NCC(=O)N1CCC(Oc2ccccc2C(F)(F)F)CC1)c1cn(-c2cccnc2)nn1, predict the reactants needed to synthesize it. The reactants are: FC(F)(F)c1ccccc1OC1CCNCC1.O=C(O)CNC(=O)c1cn(-c2cccnc2)nn1. (6) Given the product CCc1n[nH]c2ccc(Nc3nnc(Cc4cccc(OC)c4)o3)cc12, predict the reactants needed to synthesize it. The reactants are: C=Cc1n[nH]c2ccc(Nc3nnc(Cc4cccc(OC)c4)o3)cc12. (7) The reactants are: O=C(Cc1ccccn1)N1CC[C@H](N(Cc2ccnc3ccccc23)C(=O)C(F)(F)F)C[C@H]1Cc1ccccc1. Given the product O=C(Cc1ccccn1)N1CC[C@H](NCc2ccnc3ccccc23)C[C@H]1Cc1ccccc1, predict the reactants needed to synthesize it. (8) Given the product CC(C)(C)OC(=O)Nc1cc(N)cc(Cl)c1, predict the reactants needed to synthesize it. The reactants are: CC(C)(C)OC(=O)OC(=O)OC(C)(C)C.Nc1cc(N)cc(Cl)c1. (9) Given the product N#Cc1cccc(N2CC(c3ccc(O)c(OC4CCCC4)c3)CC2=O)c1, predict the reactants needed to synthesize it. The reactants are: N#Cc1cccc(N2CC(c3ccc(OCc4ccccc4)c(OC4CCCC4)c3)CC2=O)c1.